From a dataset of Catalyst prediction with 721,799 reactions and 888 catalyst types from USPTO. Predict which catalyst facilitates the given reaction. Reactant: [CH2:1]([O:3][C:4]([C:6]1([C:9]2[CH:14]=[CH:13][C:12]([C:15]3[CH:20]=[CH:19][C:18]([C:21]4[O:25][N:24]=[C:23]([CH3:26])[C:22]=4[C:27]([O:29]CC4C=CC=CC=4)=[O:28])=[CH:17][CH:16]=3)=[CH:11][CH:10]=2)[CH2:8][CH2:7]1)=[O:5])[CH3:2]. Product: [CH2:1]([O:3][C:4]([C:6]1([C:9]2[CH:10]=[CH:11][C:12]([C:15]3[CH:20]=[CH:19][C:18]([C:21]4[O:25][N:24]=[C:23]([CH3:26])[C:22]=4[C:27]([OH:29])=[O:28])=[CH:17][CH:16]=3)=[CH:13][CH:14]=2)[CH2:8][CH2:7]1)=[O:5])[CH3:2]. The catalyst class is: 78.